This data is from Experimentally validated miRNA-target interactions with 360,000+ pairs, plus equal number of negative samples. The task is: Binary Classification. Given a miRNA mature sequence and a target amino acid sequence, predict their likelihood of interaction. (1) The miRNA is hsa-miR-93-5p with sequence CAAAGUGCUGUUCGUGCAGGUAG. The protein sequence of the target gene is MATPYVPVPMPIGNSASSFTTNRNQRSSSFGSVSTSSNSSKGQLEDSNMGNFKQTSVPDQMDNTSSVCSSPLIRTKFTGTASSIEYSTRPRDTEEQNPETVNWEDRPSTPTILGYEVMEERAKFTVYKILVKKTPEESWVVFRRYTDFSRLNDKLKEMFPGFRLALPPKRWFKDNYNADFLEDRQLGLQAFLQNLVAHKDIANCLAVREFLCLDDPPGPFDSLEESRAFCETLEETNYRLQKELLEKQKEMESLKKLLSEKQLHIDTLENRIRTLSLEPEESLDVSETEGEQILKVESSA.... Result: 1 (interaction). (2) The miRNA is hsa-miR-4512 with sequence CAGGGCCUCACUGUAUCGCCCA. The protein sequence of the target gene is MDIATGPESLERCFPRGQTDCAKMLDGIKMEEHALRPGPATLGVLLGSDCPHPAVCEGCQRPISDRFLMRVNESSWHEECLQCAACQQALTTSCYFRDRKLYCKQDYQQLFAAKCSGCMEKIAPTEFVMRALECVYHLGCFCCCVCERQLRKGDEFVLKEGQLLCKGDYEKEKDLLSSVSPDESDSVKSEDEDGDMKPAKGQGSQSKGSGDDGKDPRRPKRPRTILTTQQRRAFKASFEVSSKPCRKVRETLAAETGLSVRVVQVWFQNQRAKMKKLARRHQQQQEQQNSQRLGQEVLSS.... Result: 1 (interaction). (3) The miRNA is mmu-miR-466l-5p with sequence UUGUGUGUACAUGUACAUGUAU. The protein sequence of the target gene is MEPQVTLNVTFKNETQSFLVSDPENTTWADVEAMVKVSFDLNTIQIKYLDEENEEISINSQGEYEEALKMANIKQGNQLQMQVHEGYHVVDEALPKNVVENQAAARTGKKPLAHYSSLVRVLGSDMKTTEEPAPEQCSSAPCDTDQPQDKPPDWFTSYLEMFREQVVKETVEKLEQRLQEKLVLQKPLLSSSPTEVSMPISEETLFLPENQFSWHIACSHCQKRIVGVRYQCSLCPSYNICEDCEAGPYTHDTNHVLLKLRRPVVISSEPFFYSKYSAPRLPAALEQVRLQKQVDKNFVK.... Result: 0 (no interaction). (4) The miRNA is mmu-miR-3085-3p with sequence UCUGGCUGCUAUGGCCCCCUC. The protein sequence of the target gene is MGPVSARRSRLRPEISLILFQVGMVGACTVYVLQPGYLEVDYGSDAVTMECNFSTVGCPPVPPKSLWFRCGTHQPEALCLDGCRNEADKFTVKETLDPDQVFLTVNRLSPNDSAIYICGIAFPNELSPSAKHVGKGTTLVVRERLFSKEVRSFLIVLLALLSVYITGVCVTFIVLFKSKSNGPRSRETKGSKKKSARRIFQEIAQELYHKRYVETSHLPEQEGTDENRKALPNPGRA. Result: 1 (interaction). (5) The miRNA is hsa-let-7f-5p with sequence UGAGGUAGUAGAUUGUAUAGUU. The protein sequence of the target gene is MTASVLRSISLALRPTSGLLGTWQTQLRETHQRASLLSFWELIPMRSEPLRKKKKVDPKKDQEAKERLKRKIRKLEKATQELIPIEDFITPLKFLDKARERPQVELTFEETERRALLLKKWSLYKQQERKMERDTIRAMLEAQQEALEELQLESPKLHAEAIKRDPNLFPFEKEGPHYTPPIPNYQPPEGRYNDITKVYTQVEFKR. Result: 0 (no interaction). (6) The miRNA is mmu-miR-3473b with sequence GGGCUGGAGAGAUGGCUCAG. The protein sequence of the target gene is MMPQKKRRRKKDIDFLALYEAELLNYASEDDEGELEHEYYKARVYEVVTATGDVRGAGTDANVFITLFGENGLSPKLQLTSKSKSAFEKGNVDVFRVRTNNVGLIYKVRIEHDNTGLNASWYLDHVIVTDMKRPHLRYYFNCNNWLSKVEGDRQWCRDLLASFNPMDMPRGNKYEVKVYTGDVIGAGTDADVFINIFGEYGDTGERRLENEKDNFEKGAEDRFILDAPDLGQLMKINVGHNNKGGSAGWFLSQIVIEDIGNKRKYDFPLNRWLALDEDDGKIQRDILVGGAETTAITYIV.... Result: 0 (no interaction). (7) The miRNA is mmu-miR-186-5p with sequence CAAAGAAUUCUCCUUUUGGGCU. The protein sequence of the target gene is MTTMKNRSQDDMVTGTLPKLKSSKEWLEPQSLSFMEALAKEDTDAAVQSILYRENYIMKELDKYLHHQDFLNTRRKEMLYKKWVERVADPLQKKIIEKVHSHKNIKKRRRQELDNFLKHSNKKGNAFIEHYDPKEYDPFYMSKEDPNFLKVIMPPFRDPLKKAQYDQDDEKRTLLQCETGKIYTMKEFKEIEKAQLHSRFPSISNSRQSMTPNGWLKVPMSYIESEFCKKSR. Result: 0 (no interaction). (8) The protein sequence of the target gene is MIASCLYYLLLPAARLFRFLSDAFFTCRKNALLAKSSSPQVEGNFAMAPRGPDQEECEGLLQQWREEGWNQTPSTASEGPLADKGLAESSLALLMDNSGEQDAASEDKWSSRQLSDLRAAENLNQPFPEVLGEEPLAEVEGPLWAAVPVQTGPQYADCAVLPMGAMAAEQWEEDPAMVAWSIAPEPMPQEETSMWPFEGLEQLQPPPMEIPYHEILWREWEDFSTQPDAQGLEAGDGPQFQFTLMSYNILAQDLMQQSSELYLHCHPDILNWNYRFANLMQEFQHWDPDILCLQEVQEDH.... The miRNA is mmu-miR-1906 with sequence UGCAGCAGCCUGAGGCAGGGCU. Result: 1 (interaction). (9) The miRNA is hsa-miR-520d-3p with sequence AAAGUGCUUCUCUUUGGUGGGU. The protein sequence of the target gene is MPKNSKVVKRDLDDDVIESVKDLLSNEDSVEEVSKKSELIVDVQEEKDTDAEDGSEADDERPAWNSKLQYILAQVGFSVGLGNVWRFPYLCQKNGGGAYLLPYLILLLVIGIPLFFLELSVGQRIRRGSIGVWNYISPKLGGIGFASCVVCYFVALYYNVIIGWTLFYFSQSFQQPLPWDQCPLVKNASHTYVEPECEQSSATTYYWYREALDITSSISDSGGLNWKMTVCLLVAWVMVCLAMIKGIQSSGKIMYFSSLFPYVVLICFLIRSLLLNGSIDGIRHMFTPKLEMMLEPKVWR.... Result: 0 (no interaction).